Dataset: Forward reaction prediction with 1.9M reactions from USPTO patents (1976-2016). Task: Predict the product of the given reaction. (1) Given the reactants [CH:1]([C:4]1[CH:9]=[CH:8][C:7]([CH:10]2[C:14]3[C:15]([CH3:34])=[C:16]([O:21][C:22]4[CH:27]=[CH:26][C:25]([N+:28]([O-])=O)=[CH:24][C:23]=4[N+:31]([O-])=O)[C:17]([CH3:20])=[C:18]([CH3:19])[C:13]=3[O:12][C:11]2([CH3:36])[CH3:35])=[CH:6][CH:5]=1)([CH3:3])[CH3:2], predict the reaction product. The product is: [NH2:31][C:23]1[CH:24]=[C:25]([NH2:28])[CH:26]=[CH:27][C:22]=1[O:21][C:16]1[C:17]([CH3:20])=[C:18]([CH3:19])[C:13]2[O:12][C:11]([CH3:35])([CH3:36])[CH:10]([C:7]3[CH:6]=[CH:5][C:4]([CH:1]([CH3:3])[CH3:2])=[CH:9][CH:8]=3)[C:14]=2[C:15]=1[CH3:34]. (2) Given the reactants [CH:1]([C:3]1[CH:11]=[C:10]2[C:6]([CH:7]=[CH:8][NH:9]2)=[CH:5][CH:4]=1)=O.[Cl-].[CH2:13]([O:15][C:16]([CH2:18][C:19](=[O:40])[CH2:20][P+](C1C=CC=CC=1)(C1C=CC=CC=1)C1C=CC=CC=1)=[O:17])[CH3:14].[H-].[Na+].[Cl-].[NH4+], predict the reaction product. The product is: [NH:9]1[C:10]2[C:6](=[CH:5][CH:4]=[C:3](/[CH:1]=[CH:20]/[C:19](=[O:40])[CH2:18][C:16]([O:15][CH2:13][CH3:14])=[O:17])[CH:11]=2)[CH:7]=[CH:8]1. (3) The product is: [CH2:15]1[CH2:14][C@:13]2([O:11][C@H:2]3[CH2:1][C:9]4[C:4]([C@H:3]3[NH:10]2)=[CH:5][CH:6]=[CH:7][CH:8]=4)[C@@:12]2([O:19][C@H:2]3[CH2:1][C:9]4[C:4]([C@H:3]3[NH:10]2)=[CH:5][CH:6]=[CH:7][CH:8]=4)[CH2:17][CH2:16]1. Given the reactants [CH2:1]1[C:9]2[C:4](=[CH:5][CH:6]=[CH:7][CH:8]=2)[C@@H:3]([NH2:10])[C@H:2]1[OH:11].[C:12]1(=[O:19])[CH2:17][CH2:16][CH2:15][CH2:14][C:13]1=O, predict the reaction product. (4) Given the reactants [CH2:1]([CH:3]1[CH2:12][CH2:11][C:10]2[C:5](=[CH:6][CH:7]=[C:8]([O:13][CH3:14])[CH:9]=2)[C:4]1=O)[CH3:2].[BH4-].[Na+].Cl, predict the reaction product. The product is: [CH2:1]([C:3]1[CH2:12][CH2:11][C:10]2[C:5]([CH:4]=1)=[CH:6][CH:7]=[C:8]([O:13][CH3:14])[CH:9]=2)[CH3:2].